From a dataset of Forward reaction prediction with 1.9M reactions from USPTO patents (1976-2016). Predict the product of the given reaction. (1) The product is: [N:10]([CH:2]1[CH2:3][C:4]2[C:9](=[CH:8][CH:7]=[CH:6][CH:5]=2)[CH2:1]1)=[C:12]=[O:11]. Given the reactants [CH2:1]1[C:9]2[C:4](=[CH:5][CH:6]=[CH:7][CH:8]=2)[CH2:3][CH:2]1[NH2:10].[O:11]1CCOC[CH2:12]1, predict the reaction product. (2) Given the reactants [NH2:1][C:2]1[CH:7]=[CH:6][CH:5]=[CH:4][C:3]=1[NH:8][C:9]1[N:17]=[C:16]2[C:12]([N:13]=[C:14]([CH2:19][N:20]3[CH2:25][CH2:24][CH:23]([C:26]([OH:29])([CH3:28])[CH3:27])[CH2:22][CH2:21]3)[N:15]2[CH3:18])=[C:11]([N:30]2[CH2:35][CH2:34][O:33][CH2:32][CH2:31]2)[N:10]=1.[F:36][C:37]([F:42])([F:41])[C:38](O)=O, predict the reaction product. The product is: [CH3:18][N:15]1[C:14]([CH2:19][N:20]2[CH2:21][CH2:22][CH:23]([C:26]([OH:29])([CH3:28])[CH3:27])[CH2:24][CH2:25]2)=[N:13][C:12]2[C:16]1=[N:17][C:9]([N:8]1[C:3]3[CH:4]=[CH:5][CH:6]=[CH:7][C:2]=3[N:1]=[C:38]1[C:37]([F:42])([F:41])[F:36])=[N:10][C:11]=2[N:30]1[CH2:31][CH2:32][O:33][CH2:34][CH2:35]1. (3) The product is: [Cl:1][C:2]1[CH:3]=[C:4]([C:8]2[CH:9]=[C:10]([CH2:16][C:17]3[CH:25]=[CH:24][C:20]([NH:29][C:33]([NH:57][CH:55]4[CH2:56][O:53][CH2:54]4)=[O:42])=[CH:19][CH:18]=3)[CH:11]=[N:12][C:13]=2[O:14][CH3:15])[CH:5]=[CH:6][CH:7]=1. Given the reactants [Cl:1][C:2]1[CH:3]=[C:4]([C:8]2[CH:9]=[C:10]([CH2:16][C:17]3[CH:25]=[CH:24][C:20](C(O)=O)=[CH:19][CH:18]=3)[CH:11]=[N:12][C:13]=2[O:14][CH3:15])[CH:5]=[CH:6][CH:7]=1.C([N:29]([CH2:33]C)C(C)C)(C)C.C1(P(N=[N+]=[N-])(C2C=CC=CC=2)=[O:42])C=CC=CC=1.Cl.[O:53]1[CH2:56][CH:55]([NH2:57])[CH2:54]1, predict the reaction product. (4) Given the reactants Cl[C:2]1[N:11]=[C:10]([NH:12][CH2:13][CH:14]([C:21]2[CH:26]=[CH:25][CH:24]=[CH:23][CH:22]=2)[C:15]2[CH:20]=[CH:19][CH:18]=[CH:17][CH:16]=2)[C:9]2[C:4](=[CH:5][C:6]([O:29][CH3:30])=[C:7]([O:27][CH3:28])[CH:8]=2)[N:3]=1.[NH:31]1[C:39]2[C:34](=[CH:35][C:36](B(O)O)=[CH:37][CH:38]=2)[CH:33]=[CH:32]1.C(NC1C2C(=CC=CC=2)N=C(C2SC3C=CC=CC=3C=2)N=1)(C1C=CC=CC=1)C1C=CC=CC=1, predict the reaction product. The product is: [C:15]1([CH:14]([C:21]2[CH:26]=[CH:25][CH:24]=[CH:23][CH:22]=2)[CH2:13][NH:12][C:10]2[C:9]3[C:4](=[CH:5][C:6]([O:29][CH3:30])=[C:7]([O:27][CH3:28])[CH:8]=3)[N:3]=[C:2]([C:36]3[CH:35]=[C:34]4[C:39](=[CH:38][CH:37]=3)[NH:31][CH:32]=[CH:33]4)[N:11]=2)[CH:20]=[CH:19][CH:18]=[CH:17][CH:16]=1. (5) Given the reactants [F:1][C:2]1[C:10]([O:11][C:12]2[CH:17]=[CH:16][N:15]=[C:14]3[CH:18]=[C:19]([C:21]([N:23]4[CH2:27][CH2:26][CH:25]([O:28][CH3:29])[CH2:24]4)=[O:22])[S:20][C:13]=23)=[CH:9][CH:8]=[C:7]2[C:3]=1[CH:4]=[C:5]([CH3:30])[NH:6]2.[OH-].[Na+].Cl[C:34]([O:36][C:37]1[CH:42]=[CH:41][C:40]([N+:43]([O-:45])=[O:44])=[CH:39][CH:38]=1)=[O:35].C(Cl)[Cl:47], predict the reaction product. The product is: [N+:43]([C:40]1[CH:39]=[CH:38][C:37]([O:36][C:34]([N:6]2[C:7]3[C:3](=[C:2]([F:1])[C:10]([O:11][C:12]4[CH:17]=[CH:16][N:15]=[C:14]5[CH:18]=[C:19]([C:21]([N:23]6[CH2:27][CH2:26][CH:25]([O:28][CH3:29])[CH2:24]6)=[O:22])[S:20][C:13]=45)=[CH:9][CH:8]=3)[C:4]([Cl:47])=[C:5]2[CH3:30])=[O:35])=[CH:42][CH:41]=1)([O-:45])=[O:44].